From a dataset of Forward reaction prediction with 1.9M reactions from USPTO patents (1976-2016). Predict the product of the given reaction. (1) Given the reactants C(O[C:9]1[C:14]([C:15]([OH:17])=[O:16])=[CH:13][N:12]=[C:11](C2N=NC=CC=2)[N:10]=1)C1C=CC=CC=1.C1C=CC(P(N=[N+]=[N-])(C2C=CC=CC=2)=O)=CC=1.CCN(CC)CC.C(O)C1C=CC=CC=1, predict the reaction product. The product is: [N:10]1[CH:9]=[C:14]([C:15]([OH:17])=[O:16])[CH:13]=[N:12][CH:11]=1. (2) Given the reactants [Br:1][C:2]1[C:10]([N+:11]([O-:13])=[O:12])=[CH:9][CH:8]=[CH:7][C:3]=1[C:4]([OH:6])=[O:5].IC.[C:16](=O)([O-])[O-].[K+].[K+].O, predict the reaction product. The product is: [Br:1][C:2]1[C:10]([N+:11]([O-:13])=[O:12])=[CH:9][CH:8]=[CH:7][C:3]=1[C:4]([O:6][CH3:16])=[O:5]. (3) Given the reactants [CH3:1][O:2][C:3]1[CH:4]=[C:5]([C:9]2[C@:10]3([CH2:26][CH2:25][C@H:24]4[C@@H:15]([CH2:16][CH2:17][C:18]5[CH:19]=[C:20]([C:27]([O:29]C)=[O:28])[CH:21]=[CH:22][C:23]=54)[C@@H:12]3[CH2:13][CH:14]=2)[CH3:11])[CH:6]=[N:7][CH:8]=1.C(O)(=O)CC(CC(O)=O)(C(O)=O)O, predict the reaction product. The product is: [CH3:1][O:2][C:3]1[CH:4]=[C:5]([C:9]2[C@:10]3([CH2:26][CH2:25][C@H:24]4[C@@H:15]([CH2:16][CH2:17][C:18]5[CH:19]=[C:20]([C:27]([OH:29])=[O:28])[CH:21]=[CH:22][C:23]=54)[C@@H:12]3[CH2:13][CH:14]=2)[CH3:11])[CH:6]=[N:7][CH:8]=1. (4) Given the reactants [F:1][C:2]1[C:8]([C:9]([F:12])([F:11])[F:10])=[CH:7][CH:6]=[CH:5][C:3]=1[NH2:4].C1C(=O)N([Br:20])C(=O)C1, predict the reaction product. The product is: [Br:20][C:7]1[CH:6]=[CH:5][C:3]([NH2:4])=[C:2]([F:1])[C:8]=1[C:9]([F:10])([F:11])[F:12]. (5) Given the reactants [C:1]1([OH:7])[CH:6]=[CH:5][CH:4]=[CH:3][CH:2]=1.C(=O)([O-])[O-].[K+].[K+].[Br:14][C:15]1[CH:20]=[CH:19][C:18]([Cl:21])=[C:17]([CH2:22]Br)[CH:16]=1, predict the reaction product. The product is: [Br:14][C:15]1[CH:20]=[CH:19][C:18]([Cl:21])=[C:17]([CH2:22][O:7][C:1]2[CH:6]=[CH:5][CH:4]=[CH:3][CH:2]=2)[CH:16]=1. (6) Given the reactants [NH2:1][C:2]1[CH:31]=[CH:30][C:5]([CH2:6][C:7]2[NH:15][C:14]3[C:13](=[O:16])[N:12]([CH2:17][C:18]4[CH:23]=[CH:22][CH:21]=[CH:20][C:19]=4[F:24])[C:11](=[O:25])[N:10]([CH2:26][CH2:27][CH2:28][CH3:29])[C:9]=3[N:8]=2)=[CH:4][CH:3]=1.[F:32][C:33]1[CH:34]=[CH:35][C:36]([CH3:43])=[C:37]([S:39](Cl)(=[O:41])=[O:40])[CH:38]=1, predict the reaction product. The product is: [CH2:26]([N:10]1[C:9]2[N:8]=[C:7]([CH2:6][C:5]3[CH:4]=[CH:3][C:2]([NH:1][S:39]([C:37]4[CH:38]=[C:33]([F:32])[CH:34]=[CH:35][C:36]=4[CH3:43])(=[O:40])=[O:41])=[CH:31][CH:30]=3)[NH:15][C:14]=2[C:13](=[O:16])[N:12]([CH2:17][C:18]2[CH:23]=[CH:22][CH:21]=[CH:20][C:19]=2[F:24])[C:11]1=[O:25])[CH2:27][CH2:28][CH3:29]. (7) Given the reactants [CH2:1]1[C:10]2[C:5](=[CH:6][CH:7]=[CH:8][CH:9]=2)[CH2:4][CH2:3][N:2]1[CH2:11][CH2:12][CH2:13][CH2:14][O:15][C:16]1[N:25]=[C:24]2[C:19]([CH2:20][CH2:21][C:22](=[O:26])[NH:23]2)=[CH:18][CH:17]=1.[CH3:27][O:28]C1C=C2C(=CC=1)CNCC2, predict the reaction product. The product is: [CH3:27][O:28][C:7]1[CH:6]=[C:5]2[C:10](=[CH:9][CH:8]=1)[CH2:1][N:2]([CH2:11][CH2:12][CH2:13][CH2:14][O:15][C:16]1[N:25]=[C:24]3[C:19]([CH2:20][CH2:21][C:22](=[O:26])[NH:23]3)=[CH:18][CH:17]=1)[CH2:3][CH2:4]2. (8) Given the reactants [NH2-].[Na+].[F:3][C:4]1[CH:9]=[CH:8][C:7]([C:10]2[O:11][CH:12]=[C:13]([CH2:15][C:16]#[N:17])[N:14]=2)=[CH:6][CH:5]=1.Cl.Cl[CH2:20][CH2:21][N:22]([CH2:24]CCl)[CH3:23].N, predict the reaction product. The product is: [CH3:23][N:22]([CH3:24])[CH2:21][CH2:20][CH:15]([C:13]1[N:14]=[C:10]([C:7]2[CH:6]=[CH:5][C:4]([F:3])=[CH:9][CH:8]=2)[O:11][CH:12]=1)[C:16]#[N:17]. (9) Given the reactants [Br:1][C:2]1[C:3]([OH:22])=[CH:4][CH:5]=[C:6]2[C:10]=1[N:9]([CH2:11][CH:12]([O:14][Si:15]([C:18]([CH3:21])([CH3:20])[CH3:19])([CH3:17])[CH3:16])[CH3:13])[N:8]=[CH:7]2.C(=O)([O-])[O-].[K+].[K+].[CH2:29]([CH:31]1[O:33][CH2:32]1)Br, predict the reaction product. The product is: [Br:1][C:2]1[C:3]([O:22][CH2:29][CH:31]2[CH2:32][O:33]2)=[CH:4][CH:5]=[C:6]2[C:10]=1[N:9]([CH2:11][CH:12]([O:14][Si:15]([C:18]([CH3:21])([CH3:20])[CH3:19])([CH3:16])[CH3:17])[CH3:13])[N:8]=[CH:7]2. (10) Given the reactants OC1C=C(N2C3C=CN=CC=3N=C2)SC=1C(OC)=O.[OH:20][C:21]1[CH:25]=[C:24]([N:26]2[C:30]3[CH:31]=[N:32][CH:33]=[CH:34][C:29]=3[N:28]=[CH:27]2)[S:23][C:22]=1[C:35]([O:37][CH3:38])=[O:36].C([O-])([O-])=O.[K+].[K+].Br[CH2:46][C:47]1[CH:52]=[CH:51][CH:50]=[CH:49][C:48]=1[C:53]([F:56])([F:55])[F:54], predict the reaction product. The product is: [N:28]1[C:29]2[CH:34]=[CH:33][N:32]=[CH:31][C:30]=2[N:26]([C:24]2[S:23][C:22]([C:35]([O:37][CH3:38])=[O:36])=[C:21]([O:20][CH2:46][C:47]3[CH:52]=[CH:51][CH:50]=[CH:49][C:48]=3[C:53]([F:54])([F:55])[F:56])[CH:25]=2)[CH:27]=1.